The task is: Predict the product of the given reaction.. This data is from Forward reaction prediction with 1.9M reactions from USPTO patents (1976-2016). (1) Given the reactants Br[C:2]1[CH:3]=[C:4]([NH:10][C:11]2[CH:16]=[CH:15][C:14]([N:17]3[CH2:20][CH:19]([OH:21])[CH2:18]3)=[CH:13][N:12]=2)[C:5](=[O:9])[N:6]([CH3:8])[CH:7]=1.[C:22]([O:25][CH2:26][C:27]1[C:32](B2OC(C)(C)C(C)(C)O2)=[CH:31][CH:30]=[CH:29][C:28]=1[N:42]1[CH2:54][CH2:53][N:45]2[C:46]3[CH2:47][CH2:48][CH2:49][CH2:50][C:51]=3[CH:52]=[C:44]2[C:43]1=[O:55])(=[O:24])[CH3:23].COCCOC.C(=O)([O-])[O-].[Na+].[Na+], predict the reaction product. The product is: [C:22]([O:25][CH2:26][C:27]1[C:28]([N:42]2[CH2:54][CH2:53][N:45]3[C:46]4[CH2:47][CH2:48][CH2:49][CH2:50][C:51]=4[CH:52]=[C:44]3[C:43]2=[O:55])=[CH:29][CH:30]=[CH:31][C:32]=1[C:2]1[CH:3]=[C:4]([NH:10][C:11]2[CH:16]=[CH:15][C:14]([N:17]3[CH2:20][CH:19]([OH:21])[CH2:18]3)=[CH:13][N:12]=2)[C:5](=[O:9])[N:6]([CH3:8])[CH:7]=1)(=[O:24])[CH3:23]. (2) Given the reactants [CH2:1]([O:3][CH2:4][C:5]1[N:6]([NH2:18])[C:7]2[C:16]3[CH:15]=[CH:14][CH:13]=[CH:12][C:11]=3[N:10]=[CH:9][C:8]=2[N:17]=1)[CH3:2].[CH:19](=O)[CH:20]([CH3:22])[CH3:21].C1(C)C=CC(S([O-])(=O)=O)=CC=1.[NH+]1C=CC=CC=1, predict the reaction product. The product is: [CH2:1]([O:3][CH2:4][C:5]1[N:6]([N:18]=[CH:19][CH:20]([CH3:22])[CH3:21])[C:7]2[C:16]3[CH:15]=[CH:14][CH:13]=[CH:12][C:11]=3[N:10]=[CH:9][C:8]=2[N:17]=1)[CH3:2]. (3) Given the reactants C(=O)([O-])O.[Na+].Cl.[NH2:7][CH2:8][CH2:9][CH2:10][CH:11]1[C:15](=[O:16])[N:14]([CH2:17][C:18]([O:20][CH3:21])=[O:19])[C:13](=[O:22])[NH:12]1.[C:23](Cl)(Cl)=[S:24], predict the reaction product. The product is: [N:7]([CH2:8][CH2:9][CH2:10][CH:11]1[C:15](=[O:16])[N:14]([CH2:17][C:18]([O:20][CH3:21])=[O:19])[C:13](=[O:22])[NH:12]1)=[C:23]=[S:24]. (4) Given the reactants [O:1]1[CH2:5][CH2:4][CH2:3][C@H:2]1[CH2:6][OH:7].[CH3:8][S:9](Cl)(=[O:11])=[O:10].O, predict the reaction product. The product is: [O:1]1[CH2:5][CH2:4][CH2:3][C@@H:2]1[CH2:6][O:7][S:9]([CH3:8])(=[O:11])=[O:10].